Dataset: Experimentally validated miRNA-target interactions with 360,000+ pairs, plus equal number of negative samples. Task: Binary Classification. Given a miRNA mature sequence and a target amino acid sequence, predict their likelihood of interaction. (1) The miRNA is rno-miR-328a-3p with sequence CUGGCCCUCUCUGCCCUUCCGU. The protein sequence of the target gene is MDGETAGEKGSLVPPPGALGGSALGGAPAPGVRREPKKYAVTDDYQLSKQVLGLGVNGKVLECYHRRSGQKCALKLLYDSPKARQEVDHHWQASGGPHIVRILDVYENMHHGKRCLLIVMECMEGGELFSRIQERGDQAFTEREAAEIMRDIGTAIQFLHSRNIAHRDVKPENLLYTSKEKDAVLKLTDFGFAKETTQNALQTPCYTPYYVAPEVLGPEKYDKSCDMWSLGVIMYILLCGFPPFYSNTGQAISPGMKRRIRLGQYSFPNPEWLDVSEDAKQLIRLLLKTDPTERLTIMQF.... Result: 0 (no interaction). (2) Result: 0 (no interaction). The protein sequence of the target gene is MQRRTRGINTGLLLLLSQVFQIGINNIPPVTLATLAVNVWFFLNPWKPLYHSCISVEKCYQQKDWQRLLLSPLHHGDDWHLYFNMVSMLWKGVKLERRLGSRWFAYVIATFSLLTGVVYLLLQFTVAELLNQPDFKRNCAVGFSGVLFALKVLSNHYCPGGFVNILGFPVPNRFACWAELVAIHFCTPGTSFAGHLAGILVGLMYTQGPLKKIMDTCAGIFISHAGPSGQQNHFNNAGPSGYQNHYADGRPVTYDATYRNYDVYTAGLSEEEQLERALRASIWDRGNTRNGPMPYGFRLP.... The miRNA is mmu-miR-3102-5p with sequence GUGAGUGGCCAGGGUGGGGCUG.